From a dataset of Reaction yield outcomes from USPTO patents with 853,638 reactions. Predict the reaction yield, written as a fraction of the theoretical maximum amount of product (1.0 means a 100% yield; for example, 0.34 means a 34% yield). (1) The reactants are [OH:1][CH:2]([CH2:13][N:14]1[CH2:19][CH2:18][CH2:17][CH2:16][CH2:15]1)[CH2:3][O:4][C:5]1[CH:6]=[C:7]([CH:10]=[CH:11][CH:12]=1)[CH:8]=O.O1CC1[CH2:23][O:24][C:25]1[CH:26]=[C:27]([CH:30]=[CH:31][CH:32]=1)C=O.[NH:33]1[CH2:38]CC[CH2:35][CH2:34]1. The catalyst is CCO. The product is [CH3:23][O:24][C:25]1[CH:32]=[CH:31][C:30]([CH:35]2[C:10]3[C:7](=[CH:6][C:5]([O:4][CH2:3][CH:2]([OH:1])[CH2:13][N:14]4[CH2:19][CH2:18][CH2:17][CH2:16][CH2:15]4)=[CH:12][CH:11]=3)[CH2:8][N:33]([CH3:38])[CH2:34]2)=[CH:27][CH:26]=1. The yield is 0.720. (2) The reactants are [Si:1]([O:8][C@@H:9]1[C@H:14]([OH:15])[C:13]([CH2:16][CH2:17][N:18]([CH3:29])[S:19]([C:22]2[CH:27]=[CH:26][C:25]([CH3:28])=[CH:24][CH:23]=2)(=[O:21])=[O:20])=[CH:12][CH2:11][CH2:10]1)([C:4]([CH3:7])([CH3:6])[CH3:5])([CH3:3])[CH3:2].O[C:31]1[CH:32]=[C:33]([CH:36]=[CH:37][C:38]=1[O:39][CH2:40][O:41][CH3:42])[CH:34]=[O:35].P(CCCC)(CCCC)CCCC.CN(C(/N=N/C(N(C)C)=O)=O)C. The catalyst is C1COCC1. The product is [Si:1]([O:8][C@@H:9]1[C@@H:14]([O:15][C:31]2[CH:32]=[C:33]([CH:34]=[O:35])[CH:36]=[CH:37][C:38]=2[O:39][CH2:40][O:41][CH3:42])[C:13]([CH2:16][CH2:17][N:18]([CH3:29])[S:19]([C:22]2[CH:23]=[CH:24][C:25]([CH3:28])=[CH:26][CH:27]=2)(=[O:20])=[O:21])=[CH:12][CH2:11][CH2:10]1)([C:4]([CH3:5])([CH3:6])[CH3:7])([CH3:2])[CH3:3]. The yield is 0.500.